This data is from Full USPTO retrosynthesis dataset with 1.9M reactions from patents (1976-2016). The task is: Predict the reactants needed to synthesize the given product. (1) Given the product [OH:8][C:1]([CH:9]1[CH2:14][CH2:13][CH2:12][CH:11]([C:15]([NH:17][C@@H:18]([CH2:31][CH:32]2[CH2:33][CH2:34][CH2:35][CH2:36][CH2:37]2)[CH2:19][N:20]([CH3:30])[C:21](=[O:29])[O:22][CH2:23][CH2:24][Si:25]([CH3:27])([CH3:28])[CH3:26])=[O:16])[CH2:10]1)([C:2]1[CH:3]=[CH:4][CH:5]=[CH:6][CH:7]=1)[CH2:43][CH2:42][CH2:41][CH2:40][O:39][CH3:38], predict the reactants needed to synthesize it. The reactants are: [C:1]([CH:9]1[CH2:14][CH2:13][CH2:12][CH:11]([C:15]([NH:17][C@@H:18]([CH2:31][CH:32]2[CH2:37][CH2:36][CH2:35][CH2:34][CH2:33]2)[CH2:19][N:20]([CH3:30])[C:21](=[O:29])[O:22][CH2:23][CH2:24][Si:25]([CH3:28])([CH3:27])[CH3:26])=[O:16])[CH2:10]1)(=[O:8])[C:2]1[CH:7]=[CH:6][CH:5]=[CH:4][CH:3]=1.[CH3:38][O:39][CH2:40][CH2:41][CH2:42][CH2:43][Mg]Cl.C([O-])(O)=O.[Na+].[NH4+].[Cl-]. (2) Given the product [CH2:3]([NH:10][CH2:11][C:12]1[CH:17]=[CH:16][CH:15]=[CH:14][C:13]=1[OH:18])[C:4]1[CH:5]=[CH:6][CH:7]=[CH:8][CH:9]=1, predict the reactants needed to synthesize it. The reactants are: [BH4-].[Na+].[CH2:3]([N:10]=[CH:11][C:12]1[CH:17]=[CH:16][CH:15]=[CH:14][C:13]=1[OH:18])[C:4]1[CH:9]=[CH:8][CH:7]=[CH:6][CH:5]=1.O.[BH4-]. (3) Given the product [N:20]1[C:19]2[CH:18]=[CH:17][N:16]=[CH:15][C:14]=2[S:13][C:12]=1[C:10]1[CH:9]=[C:4]([CH:3]=[C:2]([NH:1][C:26](=[O:27])[C:25]2[CH:24]=[C:23]([O:22][CH3:21])[C:31]([O:32][CH3:33])=[C:30]([O:34][CH3:35])[CH:29]=2)[CH:11]=1)[C:5]([O:7][CH3:8])=[O:6], predict the reactants needed to synthesize it. The reactants are: [NH2:1][C:2]1[CH:3]=[C:4]([CH:9]=[C:10]([C:12]2[S:13][C:14]3[CH:15]=[N:16][CH:17]=[CH:18][C:19]=3[N:20]=2)[CH:11]=1)[C:5]([O:7][CH3:8])=[O:6].[CH3:21][O:22][C:23]1[CH:24]=[C:25]([CH:29]=[C:30]([O:34][CH3:35])[C:31]=1[O:32][CH3:33])[C:26](Cl)=[O:27]. (4) The reactants are: [CH2:1]([O:3][C:4]([C:6]1[CH:11]=[CH:10][C:9]([C:12]2[CH2:13][N:14]([C:17]([O:19][C:20]([CH3:23])([CH3:22])[CH3:21])=[O:18])[CH2:15][CH:16]=2)=[CH:8][CH:7]=1)=[O:5])[CH3:2].[H][H]. Given the product [CH2:1]([O:3][C:4]([C:6]1[CH:7]=[CH:8][C:9]([CH:12]2[CH2:16][CH2:15][N:14]([C:17]([O:19][C:20]([CH3:21])([CH3:23])[CH3:22])=[O:18])[CH2:13]2)=[CH:10][CH:11]=1)=[O:5])[CH3:2], predict the reactants needed to synthesize it.